This data is from Buchwald-Hartwig C-N cross coupling reaction yields with 55,370 reactions. The task is: Predict the reaction yield, written as a fraction of the theoretical maximum amount of product (1.0 means a 100% yield; for example, 0.34 means a 34% yield). (1) The reactants are FC(F)(F)c1ccc(Cl)cc1.Cc1ccc(N)cc1.O=S(=O)(O[Pd]1c2ccccc2-c2ccccc2N~1)C(F)(F)F.CC(C)c1cc(C(C)C)c(-c2ccccc2P(C2CCCCC2)C2CCCCC2)c(C(C)C)c1.CN1CCCN2CCCN=C12.Cc1cc(C)on1. No catalyst specified. The product is Cc1ccc(Nc2ccc(C(F)(F)F)cc2)cc1. The yield is 0.129. (2) No catalyst specified. The yield is 0.0158. The product is Cc1ccc(Nc2cccnc2)cc1. The reactants are Brc1cccnc1.Cc1ccc(N)cc1.O=S(=O)(O[Pd]1c2ccccc2-c2ccccc2N~1)C(F)(F)F.CC(C)c1cc(C(C)C)c(-c2ccccc2P(C(C)(C)C)C(C)(C)C)c(C(C)C)c1.CCN=P(N=P(N(C)C)(N(C)C)N(C)C)(N(C)C)N(C)C.c1ccc(-c2ccon2)cc1. (3) The reactants are COc1ccc(Cl)cc1.Cc1ccc(N)cc1.O=S(=O)(O[Pd]1c2ccccc2-c2ccccc2N~1)C(F)(F)F.COc1ccc(OC)c(P(C(C)(C)C)C(C)(C)C)c1-c1c(C(C)C)cc(C(C)C)cc1C(C)C.CCN=P(N=P(N(C)C)(N(C)C)N(C)C)(N(C)C)N(C)C.Cc1cc(-c2ccccc2)on1. No catalyst specified. The product is COc1ccc(Nc2ccc(C)cc2)cc1. The yield is 0. (4) The reactants are CCc1ccc(Br)cc1.Cc1ccc(N)cc1.O=S(=O)(O[Pd]1c2ccccc2-c2ccccc2N~1)C(F)(F)F.COc1ccc(OC)c(P(C(C)(C)C)C(C)(C)C)c1-c1c(C(C)C)cc(C(C)C)cc1C(C)C.CCN=P(N=P(N(C)C)(N(C)C)N(C)C)(N(C)C)N(C)C.COC(=O)c1ccno1. No catalyst specified. The product is CCc1ccc(Nc2ccc(C)cc2)cc1. The yield is 0.157. (5) The reactants are CCc1ccc(I)cc1.Cc1ccc(N)cc1.O=S(=O)(O[Pd]1c2ccccc2-c2ccccc2N~1)C(F)(F)F.COc1ccc(OC)c(P([C@]23C[C@H]4C[C@H](C[C@H](C4)C2)C3)[C@]23C[C@H]4C[C@H](C[C@H](C4)C2)C3)c1-c1c(C(C)C)cc(C(C)C)cc1C(C)C.CN(C)C(=NC(C)(C)C)N(C)C.Cc1cc(C)on1. No catalyst specified. The product is CCc1ccc(Nc2ccc(C)cc2)cc1. The yield is 0.577. (6) The reactants are CCc1ccc(Cl)cc1.Cc1ccc(N)cc1.O=S(=O)(O[Pd]1c2ccccc2-c2ccccc2N~1)C(F)(F)F.CC(C)c1cc(C(C)C)c(-c2ccccc2P(C2CCCCC2)C2CCCCC2)c(C(C)C)c1.CCN=P(N=P(N(C)C)(N(C)C)N(C)C)(N(C)C)N(C)C.Cc1cc(-c2ccccc2)on1. No catalyst specified. The product is CCc1ccc(Nc2ccc(C)cc2)cc1. The yield is 0.0360. (7) The reactants are CCc1ccc(I)cc1.Cc1ccc(N)cc1.O=S(=O)(O[Pd]1c2ccccc2-c2ccccc2N~1)C(F)(F)F.COc1ccc(OC)c(P([C@]23C[C@H]4C[C@H](C[C@H](C4)C2)C3)[C@]23C[C@H]4C[C@H](C[C@H](C4)C2)C3)c1-c1c(C(C)C)cc(C(C)C)cc1C(C)C.CCN=P(N=P(N(C)C)(N(C)C)N(C)C)(N(C)C)N(C)C.Cc1cc(-n2cccc2)no1. No catalyst specified. The product is CCc1ccc(Nc2ccc(C)cc2)cc1. The yield is 0.682.